This data is from NCI-60 drug combinations with 297,098 pairs across 59 cell lines. The task is: Regression. Given two drug SMILES strings and cell line genomic features, predict the synergy score measuring deviation from expected non-interaction effect. (1) Drug 1: COC1=NC(=NC2=C1N=CN2C3C(C(C(O3)CO)O)O)N. Drug 2: C1C(C(OC1N2C=NC(=NC2=O)N)CO)O. Cell line: NCI-H460. Synergy scores: CSS=0.953, Synergy_ZIP=-0.346, Synergy_Bliss=2.79, Synergy_Loewe=-6.94, Synergy_HSA=0.131. (2) Drug 1: C1=CC(=CC=C1CC(C(=O)O)N)N(CCCl)CCCl.Cl. Drug 2: C1C(C(OC1N2C=NC(=NC2=O)N)CO)O. Cell line: MDA-MB-435. Synergy scores: CSS=-5.83, Synergy_ZIP=2.40, Synergy_Bliss=3.43, Synergy_Loewe=-7.29, Synergy_HSA=-3.42. (3) Drug 1: CC1C(C(CC(O1)OC2CC(CC3=C2C(=C4C(=C3O)C(=O)C5=C(C4=O)C(=CC=C5)OC)O)(C(=O)CO)O)N)O.Cl. Drug 2: CCC1(C2=C(COC1=O)C(=O)N3CC4=CC5=C(C=CC(=C5CN(C)C)O)N=C4C3=C2)O.Cl. Cell line: OVCAR-8. Synergy scores: CSS=35.3, Synergy_ZIP=-0.322, Synergy_Bliss=-1.74, Synergy_Loewe=-7.15, Synergy_HSA=0.868. (4) Drug 1: C1=C(C(=O)NC(=O)N1)N(CCCl)CCCl. Drug 2: C1C(C(OC1N2C=C(C(=O)NC2=O)F)CO)O. Cell line: SF-539. Synergy scores: CSS=46.0, Synergy_ZIP=-10.2, Synergy_Bliss=-12.7, Synergy_Loewe=-12.1, Synergy_HSA=-6.96. (5) Drug 1: C1CCN(CC1)CCOC2=CC=C(C=C2)C(=O)C3=C(SC4=C3C=CC(=C4)O)C5=CC=C(C=C5)O. Drug 2: C1=CC=C(C(=C1)C(C2=CC=C(C=C2)Cl)C(Cl)Cl)Cl. Cell line: SK-MEL-5. Synergy scores: CSS=0.342, Synergy_ZIP=7.98, Synergy_Bliss=9.51, Synergy_Loewe=3.19, Synergy_HSA=2.18. (6) Synergy scores: CSS=17.0, Synergy_ZIP=-3.84, Synergy_Bliss=-0.640, Synergy_Loewe=-3.41, Synergy_HSA=1.45. Drug 2: CN(CCCl)CCCl.Cl. Drug 1: CC1CCC2CC(C(=CC=CC=CC(CC(C(=O)C(C(C(=CC(C(=O)CC(OC(=O)C3CCCCN3C(=O)C(=O)C1(O2)O)C(C)CC4CCC(C(C4)OC)O)C)C)O)OC)C)C)C)OC. Cell line: 786-0. (7) Drug 1: C1=NC(=NC(=O)N1C2C(C(C(O2)CO)O)O)N. Drug 2: CCN(CC)CCCC(C)NC1=C2C=C(C=CC2=NC3=C1C=CC(=C3)Cl)OC. Cell line: SW-620. Synergy scores: CSS=50.0, Synergy_ZIP=0.564, Synergy_Bliss=3.10, Synergy_Loewe=2.28, Synergy_HSA=5.52. (8) Drug 2: CN(CCCl)CCCl.Cl. Cell line: CAKI-1. Synergy scores: CSS=22.0, Synergy_ZIP=2.31, Synergy_Bliss=0.0734, Synergy_Loewe=1.87, Synergy_HSA=2.07. Drug 1: CCC1(CC2CC(C3=C(CCN(C2)C1)C4=CC=CC=C4N3)(C5=C(C=C6C(=C5)C78CCN9C7C(C=CC9)(C(C(C8N6C=O)(C(=O)OC)O)OC(=O)C)CC)OC)C(=O)OC)O.OS(=O)(=O)O. (9) Drug 1: CC1=C2C(C(=O)C3(C(CC4C(C3C(C(C2(C)C)(CC1OC(=O)C(C(C5=CC=CC=C5)NC(=O)C6=CC=CC=C6)O)O)OC(=O)C7=CC=CC=C7)(CO4)OC(=O)C)O)C)OC(=O)C. Drug 2: C1=NNC2=C1C(=O)NC=N2. Cell line: HOP-92. Synergy scores: CSS=-3.75, Synergy_ZIP=0.421, Synergy_Bliss=4.10, Synergy_Loewe=-15.1, Synergy_HSA=-4.47. (10) Drug 1: C1=NC2=C(N1)C(=S)N=C(N2)N. Drug 2: CC(C)(C#N)C1=CC(=CC(=C1)CN2C=NC=N2)C(C)(C)C#N. Cell line: SF-268. Synergy scores: CSS=11.2, Synergy_ZIP=-7.00, Synergy_Bliss=-2.04, Synergy_Loewe=-3.69, Synergy_HSA=-3.31.